The task is: Regression. Given a peptide amino acid sequence and an MHC pseudo amino acid sequence, predict their binding affinity value. This is MHC class II binding data.. This data is from Peptide-MHC class II binding affinity with 134,281 pairs from IEDB. The peptide sequence is AVQVTFTVQKGSDPKKLVLNIKYTRPGDSL. The MHC is DRB1_0404 with pseudo-sequence DRB1_0404. The binding affinity (normalized) is 0.556.